This data is from Catalyst prediction with 721,799 reactions and 888 catalyst types from USPTO. The task is: Predict which catalyst facilitates the given reaction. (1) Reactant: [F:1][C:2]1[CH:7]=[CH:6][C:5]([C:8]2[N:9]=[CH:10][N:11]([CH3:13])[CH:12]=2)=[CH:4][C:3]=1[CH3:14].[Br:15]N1C(=O)CCC1=O. Product: [Br:15][C:12]1[N:11]([CH3:13])[CH:10]=[N:9][C:8]=1[C:5]1[CH:6]=[CH:7][C:2]([F:1])=[C:3]([CH3:14])[CH:4]=1. The catalyst class is: 10. (2) Reactant: [CH3:1][O:2][C:3]1[CH:4]=[C:5]2[C:10](=[CH:11][C:12]=1[O:13][CH3:14])[N:9]=[CH:8][CH:7]=[C:6]2[O:15][C:16]1[CH:22]=[CH:21][C:19]([NH2:20])=[CH:18][CH:17]=1.Cl[C:24](Cl)([O:26]C(=O)OC(Cl)(Cl)Cl)Cl.[CH3:35][CH2:36][CH2:37][CH2:38][CH:39]([OH:44])[CH2:40][CH2:41][CH2:42][CH3:43].C(=O)(O)[O-].[Na+]. Product: [CH3:1][O:2][C:3]1[CH:4]=[C:5]2[C:10](=[CH:11][C:12]=1[O:13][CH3:14])[N:9]=[CH:8][CH:7]=[C:6]2[O:15][C:16]1[CH:22]=[CH:21][C:19]([NH:20][C:24](=[O:26])[O:44][CH:39]([CH2:40][CH2:41][CH2:42][CH3:43])[CH2:38][CH2:37][CH2:36][CH3:35])=[CH:18][CH:17]=1. The catalyst class is: 208. (3) Reactant: [NH2:1][C:2]1[C:21]([C:22]([OH:24])=[O:23])=[C:5]2[N:6]=[C:7]3[CH2:13][CH2:12][N:11]([C:14]([O:16][C:17]([CH3:20])([CH3:19])[CH3:18])=[O:15])[CH2:10][C:8]3=[CH:9][N:4]2[N:3]=1.O[N:26]1[C:30]2[CH:31]=[CH:32][CH:33]=[CH:34][C:29]=2[N:28]=[N:27]1.C(N=C=NCCCN(C)C)C. Product: [NH2:1][C:2]1[C:21]([C:22]([O:24][N:26]2[C:30]3[CH:31]=[CH:32][CH:33]=[CH:34][C:29]=3[N:28]=[N:27]2)=[O:23])=[C:5]2[N:6]=[C:7]3[CH2:13][CH2:12][N:11]([C:14]([O:16][C:17]([CH3:19])([CH3:20])[CH3:18])=[O:15])[CH2:10][C:8]3=[CH:9][N:4]2[N:3]=1. The catalyst class is: 1. (4) Product: [CH2:1]([C@:8]1([C:23]([NH:25][CH2:26][C:27](=[O:34])[C:28]2[CH:29]=[CH:30][CH:31]=[CH:32][CH:33]=2)=[O:24])[O:12][C:11](=[O:13])[N:10]([C@@H:14]([C:16]2[CH:21]=[CH:20][CH:19]=[CH:18][CH:17]=2)[CH3:15])[C:9]1=[O:22])[C:2]1[CH:7]=[CH:6][CH:5]=[CH:4][CH:3]=1. Reactant: [CH2:1]([C@:8]1([C:23]([NH:25][CH2:26][CH:27]([OH:34])[C:28]2[CH:33]=[CH:32][CH:31]=[CH:30][CH:29]=2)=[O:24])[O:12][C:11](=[O:13])[N:10]([C@@H:14]([C:16]2[CH:21]=[CH:20][CH:19]=[CH:18][CH:17]=2)[CH3:15])[C:9]1=[O:22])[C:2]1[CH:7]=[CH:6][CH:5]=[CH:4][CH:3]=1.CC(OI1(OC(C)=O)(OC(C)=O)OC(=O)C2C=CC=CC1=2)=O.C(=O)(O)[O-].[Na+].S([O-])([O-])(=O)=S.[Na+].[Na+]. The catalyst class is: 4. (5) Reactant: [CH2:1]1[O:11][C:4]2([CH2:9][CH2:8][C:7](=[O:10])[CH2:6][CH2:5]2)[O:3][CH2:2]1.[BH4-].[Na+]. Product: [O:3]1[C:4]2([CH2:9][CH2:8][CH:7]([OH:10])[CH2:6][CH2:5]2)[O:11][CH2:1][CH2:2]1. The catalyst class is: 24. (6) The catalyst class is: 3. Reactant: [CH3:1][CH:2]([OH:5])[CH2:3][CH3:4].[H-].[Na+].C([O:12][C:13](=[O:39])[CH2:14][CH2:15][C:16]1[CH:21]=[CH:20][C:19]([O:22][CH2:23][CH2:24][C:25]2[N:26]=[C:27]([C:31]3[CH:36]=[CH:35][CH:34]=[CH:33][CH:32]=3)[O:28][C:29]=2[CH3:30])=[CH:18][C:17]=1[CH2:37]Br)(C)(C)C.CCOC(C)=O. Product: [CH:2]([O:5][CH2:37][C:17]1[CH:18]=[C:19]([O:22][CH2:23][CH2:24][C:25]2[N:26]=[C:27]([C:31]3[CH:32]=[CH:33][CH:34]=[CH:35][CH:36]=3)[O:28][C:29]=2[CH3:30])[CH:20]=[CH:21][C:16]=1[CH2:15][CH2:14][C:13]([OH:39])=[O:12])([CH2:3][CH3:4])[CH3:1]. (7) Reactant: CS(O[C@H:6]1[CH2:11][CH2:10][C@H:9]([N:12]2[C:16]3[N:17]=[CH:18][N:19]=[C:20]([NH2:21])[C:15]=3[C:14]([C:22]3[CH:27]=[C:26]([O:28][CH2:29][CH:30]4[CH2:34][CH2:33][CH2:32][O:31]4)[CH:25]=[CH:24][C:23]=3[F:35])=[CH:13]2)[CH2:8][CH2:7]1)(=O)=O.[N-:36]=[N+:37]=[N-:38].[Na+]. Product: [N:36]([C@@H:6]1[CH2:11][CH2:10][C@H:9]([N:12]2[C:16]3[N:17]=[CH:18][N:19]=[C:20]([NH2:21])[C:15]=3[C:14]([C:22]3[CH:27]=[C:26]([O:28][CH2:29][CH:30]4[CH2:34][CH2:33][CH2:32][O:31]4)[CH:25]=[CH:24][C:23]=3[F:35])=[CH:13]2)[CH2:8][CH2:7]1)=[N+:37]=[N-:38]. The catalyst class is: 3. (8) Reactant: Cl[C:2]1[CH:3]=[C:4]([C:8]([C:16]2[N:17]=[CH:18][NH:19][CH:20]=2)=[CH:9][C:10]2[CH:15]=[CH:14][CH:13]=[CH:12][CH:11]=2)[CH:5]=[CH:6][CH:7]=1. Product: [C:4]1([CH:8]([C:16]2[N:17]=[CH:18][NH:19][CH:20]=2)[CH2:9][C:10]2[CH:15]=[CH:14][CH:13]=[CH:12][CH:11]=2)[CH:3]=[CH:2][CH:7]=[CH:6][CH:5]=1. The catalyst class is: 50.